From a dataset of Experimentally validated miRNA-target interactions with 360,000+ pairs, plus equal number of negative samples. Binary Classification. Given a miRNA mature sequence and a target amino acid sequence, predict their likelihood of interaction. (1) The miRNA is cel-miR-67-3p with sequence UCACAACCUCCUAGAAAGAGUAGA. The protein sequence of the target gene is MSTKAEQFASKIRYLQEYHNRVLHNIYPVPSGTDIANTLKYFSQTLLSILSRTGKKENQDASNLTVPMTMCLFPVPFPLTPSLRPQVSSINPTVTRSLLYSVLRDAPSERGPQSRDAQLSDYPSLDYQGLYVTLVTLLDLVPLLQHGQHDLGQSIFYTTTCLLPFLNDDILSTLPYTMISTLATFPPFLHKDIIEYLSTSFLPMAILGSSRREGVPAHVNLSASSMLMIAMQYTSNPVYHCQLLECLMKYKQEVWKDLLYVIAYGPSQVKPPAVQMLFHYWPNLKPPGAISEYRGLQYTA.... Result: 0 (no interaction). (2) The miRNA is hsa-miR-1224-3p with sequence CCCCACCUCCUCUCUCCUCAG. The protein sequence of the target gene is MMEESGIETTPPGTPPLHPAGLAAVPSTEAHSAATSSFSSPNVSGMESLPPHVYSTPQPSLPPVQPSAPPPFVSMSPAPSVPLSGTSVPPSVSPSPATAFSGPPMSHFPPATSASGALLSAPPSGPPISGFSVGTTYDITRGHAGRAPQTPLMPSFSAPPVTGILPAPITQQASMTSLAQGPGTTSAITFPEEQEDPRINRGQDDAPAGGIWGFIKGVAGNPMVKSVLDKTKHSVESMITTLDPGMAPYIKSGGELDIVVTSNKEVKVAAVRDAFQEVFGLAVVVGEAGQSNIAPQPVGY.... Result: 0 (no interaction).